Dataset: Full USPTO retrosynthesis dataset with 1.9M reactions from patents (1976-2016). Task: Predict the reactants needed to synthesize the given product. (1) Given the product [F:32][C:31]1[C:23]([N:2]2[N:3]=[CH:4][CH:5]=[N:1]2)=[C:24]([C:28]([F:33])=[CH:29][CH:30]=1)[C:25]([OH:27])=[O:26], predict the reactants needed to synthesize it. The reactants are: [N:1]1[NH:2][N:3]=[CH:4][CH:5]=1.C(=O)([O-])[O-].[Cs+].[Cs+].CN[C@@H]1CCCC[C@H]1NC.Br[C:23]1[C:31]([F:32])=[CH:30][CH:29]=[C:28]([F:33])[C:24]=1[C:25]([OH:27])=[O:26]. (2) Given the product [Cl:1][C:2]1[CH:3]=[CH:4][C:5]2[N:11]3[C:12]([CH2:15][N:16]4[CH2:17][CH2:18][O:19][CH2:20][CH2:21]4)=[N:13][N:14]=[C:10]3[CH:9]([CH2:22][C:23]([OH:25])=[O:24])[O:8][CH:7]([C:28]3[CH:33]=[CH:32][CH:31]=[C:30]([O:34][CH3:35])[C:29]=3[O:36][CH3:37])[C:6]=2[CH:38]=1, predict the reactants needed to synthesize it. The reactants are: [Cl:1][C:2]1[CH:3]=[CH:4][C:5]2[N:11]3[C:12]([CH2:15][N:16]4[CH2:21][CH2:20][O:19][CH2:18][CH2:17]4)=[N:13][N:14]=[C:10]3[CH:9]([CH2:22][C:23]([O:25]CC)=[O:24])[O:8][CH:7]([C:28]3[CH:33]=[CH:32][CH:31]=[C:30]([O:34][CH3:35])[C:29]=3[O:36][CH3:37])[C:6]=2[CH:38]=1.Cl.